Predict the reactants needed to synthesize the given product. From a dataset of Full USPTO retrosynthesis dataset with 1.9M reactions from patents (1976-2016). (1) Given the product [O:17]=[C:15]([N:33]1[CH2:37][CH2:36][CH2:35][CH2:34]1)[CH2:14][NH:13][C:11]([C:9]1[CH:8]=[CH:7][C:6]2[N:2]([CH3:1])[C:3]([NH:18][C:19]3[S:20][C:21]4[CH:27]=[C:26]([O:28][C:29]([F:30])([F:32])[F:31])[CH:25]=[CH:24][C:22]=4[N:23]=3)=[N:4][C:5]=2[CH:10]=1)=[O:12], predict the reactants needed to synthesize it. The reactants are: [CH3:1][N:2]1[C:6]2[CH:7]=[CH:8][C:9]([C:11]([NH:13][CH2:14][C:15]([OH:17])=O)=[O:12])=[CH:10][C:5]=2[N:4]=[C:3]1[NH:18][C:19]1[S:20][C:21]2[CH:27]=[C:26]([O:28][C:29]([F:32])([F:31])[F:30])[CH:25]=[CH:24][C:22]=2[N:23]=1.[NH:33]1[CH2:37][CH2:36][CH2:35][CH2:34]1.CN(C(ON1N=NC2C=CC=CC1=2)=[N+](C)C)C.F[P-](F)(F)(F)(F)F.CCN(C(C)C)C(C)C. (2) Given the product [N:1]1([CH2:7][CH2:8][O:9][C:10]2[CH:19]=[CH:18][C:13]([C:14]([OH:16])=[O:15])=[CH:12][C:11]=2[N+:20]([O-:22])=[O:21])[CH2:6][CH2:5][O:4][CH2:3][CH2:2]1, predict the reactants needed to synthesize it. The reactants are: [N:1]1([CH2:7][CH2:8][O:9][C:10]2[CH:19]=[CH:18][C:13]([C:14]([O:16]C)=[O:15])=[CH:12][CH:11]=2)[CH2:6][CH2:5][O:4][CH2:3][CH2:2]1.[N+:20]([O-])([OH:22])=[O:21]. (3) Given the product [N+:25]([C:24]1[C:18]2[N:17]=[C:16]([NH:15][CH2:14][CH:11]3[CH2:12][CH2:13][NH:8][CH2:9][CH2:10]3)[NH:20][C:19]=2[CH:21]=[CH:22][CH:23]=1)([O-:27])=[O:26], predict the reactants needed to synthesize it. The reactants are: C(OC([N:8]1[CH2:13][CH2:12][CH:11]([CH2:14][NH:15][C:16]2[NH:20][C:19]3[CH:21]=[CH:22][CH:23]=[C:24]([N+:25]([O-:27])=[O:26])[C:18]=3[N:17]=2)[CH2:10][CH2:9]1)=O)(C)(C)C.O1CCOCC1.Cl. (4) Given the product [CH2:10]([O:12][C:13](=[O:28])[C:14]([CH3:27])([CH3:26])[CH2:15][CH2:16][CH:17]([C:18]1[CH:23]=[CH:22][CH:21]=[CH:20][C:19]=1[Cl:24])[N:6]1[CH2:7][CH2:8][C:9]2[S:1][CH:2]=[CH:3][C:4]=2[CH2:5]1)[CH3:11], predict the reactants needed to synthesize it. The reactants are: [S:1]1[C:9]2[CH2:8][CH2:7][NH:6][CH2:5][C:4]=2[CH:3]=[CH:2]1.[CH2:10]([O:12][C:13](=[O:28])[C:14]([CH3:27])([CH3:26])[CH2:15][CH2:16][CH:17](Br)[C:18]1[CH:23]=[CH:22][CH:21]=[CH:20][C:19]=1[Cl:24])[CH3:11].C(N(CC)CC)C.C(=O)(O)[O-].[Na+]. (5) Given the product [CH3:30][S:31]([O:29][CH2:28][C:9]1[N:8]=[C:7]([N:4]2[CH2:3][CH2:2][O:1][CH2:6][CH2:5]2)[N:12]=[C:11]([C:13]2[CH:21]=[CH:20][CH:19]=[C:18]3[C:14]=2[CH:15]=[N:16][N:17]3[CH:22]2[CH2:27][CH2:26][CH2:25][CH2:24][O:23]2)[N:10]=1)(=[O:33])=[O:32], predict the reactants needed to synthesize it. The reactants are: [O:1]1[CH2:6][CH2:5][N:4]([C:7]2[N:12]=[C:11]([C:13]3[CH:21]=[CH:20][CH:19]=[C:18]4[C:14]=3[CH:15]=[N:16][N:17]4[CH:22]3[CH2:27][CH2:26][CH2:25][CH2:24][O:23]3)[N:10]=[C:9]([CH2:28][OH:29])[N:8]=2)[CH2:3][CH2:2]1.[CH3:30][S:31](Cl)(=[O:33])=[O:32]. (6) Given the product [NH2:32][C:27]1[CH:26]=[CH:25][CH:24]=[CH:29][C:28]=1[NH:30][C:14](=[O:16])[C:10]1[CH:11]=[CH:12][C:35]([NH:36][C:37]2[N:38]=[C:39]([C:49]3[N:4]4[CH:5]=[CH:6][CH:7]=[C:2]([F:1])[C:3]4=[N:8][C:48]=3[CH3:50])[CH:40]=[CH:41][N:42]=2)=[CH:34][CH:56]=1, predict the reactants needed to synthesize it. The reactants are: [F:1][C:2]1[C:3]([NH2:8])=[N:4][CH:5]=[CH:6][CH:7]=1.Cl[CH:10]([C:14](=[O:16])C)[C:11](=O)[CH3:12].C([O-])([O-])=O.[K+].[K+].Cl.[CH:24]1[CH:25]=[CH:26][C:27]2[N:32](O)N=[N:30][C:28]=2[CH:29]=1.[CH3:34][CH2:35][N:36]=[C:37]=[N:38][CH2:39][CH2:40][CH2:41][N:42](C)C.C(N(C(C)C)[CH:48]([CH3:50])[CH3:49])C.NO[CH:56]1CCCCO1. (7) Given the product [OH:2][C:3]1[CH:8]=[CH:7][C:6]([C:9]2[CH:10]=[C:11]3[C:16](=[CH:17][CH:18]=2)[C:15]([OH:19])=[CH:14][CH:13]=[CH:12]3)=[CH:5][CH:4]=1, predict the reactants needed to synthesize it. The reactants are: C[O:2][C:3]1[CH:8]=[CH:7][C:6]([C:9]2[CH:10]=[C:11]3[C:16](=[CH:17][CH:18]=2)[C:15]([OH:19])=[CH:14][CH:13]=[CH:12]3)=[CH:5][CH:4]=1.B(Br)(Br)Br.